Dataset: Peptide-MHC class I binding affinity with 185,985 pairs from IEDB/IMGT. Task: Regression. Given a peptide amino acid sequence and an MHC pseudo amino acid sequence, predict their binding affinity value. This is MHC class I binding data. The peptide sequence is YLYNKYSFK. The MHC is HLA-B35:01 with pseudo-sequence HLA-B35:01. The binding affinity (normalized) is 0.0847.